Predict the reactants needed to synthesize the given product. From a dataset of Full USPTO retrosynthesis dataset with 1.9M reactions from patents (1976-2016). (1) Given the product [CH2:1]([O:3][C:4]([C:5]1[CH:6]=[C:7]2[C:8]([CH:9]=[CH:10][C:11]([C:13]3[C:18]([C:19]([F:20])([F:22])[F:21])=[CH:17][CH:16]=[CH:15][N:14]=3)=[N:12]2)=[C:23]([NH:33][C:32]2[CH:34]=[CH:35][C:29]([C:28]([F:36])([F:37])[F:27])=[CH:30][CH:31]=2)[N:24]=1)=[O:26])[CH3:2], predict the reactants needed to synthesize it. The reactants are: [CH2:1]([O:3][C:4](=[O:26])[C:5](=O)[CH2:6][C:7]1[N:12]=[C:11]([C:13]2[C:18]([C:19]([F:22])([F:21])[F:20])=[CH:17][CH:16]=[CH:15][N:14]=2)[CH:10]=[CH:9][C:8]=1[C:23]#[N:24])[CH3:2].[F:27][C:28]([F:37])([F:36])[C:29]1[CH:35]=[CH:34][C:32]([NH2:33])=[CH:31][CH:30]=1.O. (2) Given the product [Br:1][C:2]1[CH:7]=[CH:6][CH:5]=[CH:4][C:3]=1[C:8]1[CH:13]=[CH:12][CH:11]=[CH:10][C:9]=1[C:14]1[CH:15]=[CH:16][C:17]2[N:41]([C:42]3[CH:47]=[CH:46][CH:45]=[CH:44][CH:43]=3)[C:35]3[C:36]([C:18]=2[CH:19]=1)=[CH:37][CH:38]=[CH:39][CH:40]=3, predict the reactants needed to synthesize it. The reactants are: [Br:1][C:2]1[CH:7]=[CH:6][CH:5]=[CH:4][C:3]=1[C:8]1[C:9]([C:14]2[CH:19]=[CH:18][C:17](C3N(C4C=CC=CC=4)C4C=CC=CC=4N=3)=[CH:16][CH:15]=2)=[CH:10][CH:11]=[CH:12][CH:13]=1.[C:35]1([N:41]2C3C=CC(B(O)O)=CC=3[C:47]3[C:42]2=[CH:43][CH:44]=[CH:45][CH:46]=3)[CH:40]=[CH:39][CH:38]=[CH:37][CH:36]=1.BrC1C=CC=CC=1C1C=CC=CC=1Br.C([O-])([O-])=O.[Na+].[Na+]. (3) The reactants are: [CH3:1][C:2]([Si:5]([CH3:25])([CH3:24])[O:6][C@@H:7]1[C@@H:11]([CH2:12][Si:13]([CH3:21])([CH3:20])[C:14]2[CH:19]=[CH:18][CH:17]=[CH:16][CH:15]=2)[C:10]([CH2:22][OH:23])=[CH:9][CH2:8]1)([CH3:4])[CH3:3].C(O[O-])(=O)C1C(=CC=CC=1)C([O-])=[O:30].[Mg+2]. Given the product [CH3:4][C:2]([Si:5]([CH3:25])([CH3:24])[O:6][C@H:7]1[CH2:8][C@@H:9]2[C@@:10]([CH2:22][OH:23])([O:30]2)[C@@H:11]1[CH2:12][Si:13]([CH3:21])([CH3:20])[C:14]1[CH:15]=[CH:16][CH:17]=[CH:18][CH:19]=1)([CH3:1])[CH3:3], predict the reactants needed to synthesize it. (4) Given the product [Br:9][C:5]1[S:4][C:3]([CH:7]=[O:8])=[C:2]([CH3:1])[CH:6]=1, predict the reactants needed to synthesize it. The reactants are: [CH3:1][C:2]1[CH:6]=[CH:5][S:4][C:3]=1[CH:7]=[O:8].[Br:9]Br. (5) Given the product [CH3:5][O:6][C:7]1[CH:8]=[C:9]2[C:14](=[CH:15][CH:16]=1)[CH2:13][NH:12][CH2:11][CH:10]2[NH2:17], predict the reactants needed to synthesize it. The reactants are: C(O)C.Cl.[CH3:5][O:6][C:7]1[CH:8]=[C:9]2[C:14](=[CH:15][CH:16]=1)[CH2:13][NH:12][CH2:11][CH:10]2[N:17]1C(=O)C2C(=CC=CC=2)C1=O.O.NN. (6) Given the product [CH3:1][O:2][C:3](=[O:29])[C@@H:4]([NH:21][C:22]([O:24][C:25]([CH3:26])([CH3:28])[CH3:27])=[O:23])[CH2:5][C:6]1[CH:11]=[CH:10][C:9]([O:12][CH2:13][C:14]2[CH:19]=[CH:18][CH:17]=[CH:16][CH:15]=2)=[C:8]([O:20][C:32](=[O:33])[N:31]([CH3:35])[CH3:30])[CH:7]=1, predict the reactants needed to synthesize it. The reactants are: [CH3:1][O:2][C:3](=[O:29])[C@@H:4]([NH:21][C:22]([O:24][C:25]([CH3:28])([CH3:27])[CH3:26])=[O:23])[CH2:5][C:6]1[CH:11]=[CH:10][C:9]([O:12][CH2:13][C:14]2[CH:19]=[CH:18][CH:17]=[CH:16][CH:15]=2)=[C:8]([OH:20])[CH:7]=1.[CH3:30][N:31]([CH3:35])[C:32](Cl)=[O:33].C(N(CC)CC)C.